Dataset: Experimentally validated miRNA-target interactions with 360,000+ pairs, plus equal number of negative samples. Task: Binary Classification. Given a miRNA mature sequence and a target amino acid sequence, predict their likelihood of interaction. (1) The miRNA is hsa-miR-6772-5p with sequence UGGGUGUAGGCUGGAGCUGAGG. The protein sequence of the target gene is MMVLKVEELVTGKKNGNGEAGEFLPEDFRDGEYEAAVTLEKQEDLKTLLAHPVTLGEQQWKSEKQREAELKKKKLEQRSKLENLEDLEIIIQLKKRKKYRKTKVPVVKEPEPEIITEPVDVPTFLKAALENKLPVVEKFLSDKNNPDVCDEYKRTALHRACLEGHLAIVEKLMEAGAQIEFRDMLESTAIHWASRGGNLDVLKLLLNKGAKISARDKLLSTALHVAVRTGHYECAEHLIACEADLNAKDREGDTPLHDAVRLNRYKMIRLLIMYGADLNIKNCAGKTPMDLVLHWQNGTK.... Result: 0 (no interaction). (2) The miRNA is gga-miR-23b-5p with sequence GGGUUCCUGGCAUGAUGAUUU. The protein sequence of the target gene is MDSKKKSSTEAEGSKERGLVHVWQAGSFSLTPERLPGWGGKTVLQAALGVRHGVLLTEDGEVYSFGTLPWKSESAEICPSSPLLESALVGHHVITVATGSFHSGAVTESGVVYMWGENAAGQCAVANQQYVPEPSPVSISDSETSPSLAVRILQLACGEEHTLALSLSREIWAWGTGCQLGLITTTFPVTKPQKVEHLAGRVVLQVACGAFHSLALVQCLPPQDLKPVPERCNQCSQLLITMTDKEDHVIISDSHCCPLGVTLSESQAEKHASPAPSPHPEALDEQGEVFENTVVEAELN.... Result: 0 (no interaction). (3) The miRNA is ath-miR172d-3p with sequence AGAAUCUUGAUGAUGCUGCAG. The protein sequence of the target gene is MSARGEGAGQPSTSAQGQPAAPVPQKRGRGRPRKQQQEPTCEPSPKRPRGRPKGSKNKSPSKAAQKKAETIGEKRPRGRPRKWPQQVVQKKPAQETEETSSQESAEED. Result: 0 (no interaction). (4) The protein sequence of the target gene is MLRLQMTDGHISCTAVEFSYMSKISLNTPPGTKVKLSGIVDIKNGFLLLNDSNTTVLGGEVEHLIEKWELQRSLSKHNRSNIGTEGGPPPFVPFGQKCVSHVQVDSRELDRRKTLQVTMPVKPTNDNDEFEKQRTAAIAEVAKSKETKTFGGGGGGARSNLNMNAAGNRNREVLQKEKSTKSEGKHEGVYRELVDEKALKHITEMGFSKEASRQALMDNGNNLEAALNVLLTSNKQKPVMGPPLRGRGKGRGRIRSEDEEDLGNARPSAPSTLFDFLESKMGTLNVEEPKSQPQQLHQGQ.... Result: 0 (no interaction). The miRNA is mmu-miR-5113 with sequence ACAGAGGAGGAGAGAGAUCCUGU. (5) The miRNA is rno-miR-23b-3p with sequence AUCACAUUGCCAGGGAUUACC. Result: 0 (no interaction). The protein sequence of the target gene is MESSAKRKMDPDNPDEGPSSKVPRPETPVTKATTFLQTMLRKEVNSQLSLGDPLFPELAEESLKTFEQVTEDCNENPEKDVLTELVKQIKVRVDMVRHRIKEHMLKKYTQTEEKFTGAFNMMGGCLQNALDILDKVHEPFEDMKCIGLTMQSMYENYIVPEDKREMWMACIKELHDVSKGAANKLGGALQAKARAKKDELRRKMMYMCYRNIEFFTKNSAFPKTTNGCSQAMAALQNLPQCSPDEIMSYAQKIFKILDEERDKVLTHIDHIFMDILTTCVETMCNEYKVTSDACMMTMYG.... (6) The miRNA is hsa-let-7a-5p with sequence UGAGGUAGUAGGUUGUAUAGUU. The protein sequence of the target gene is MKVDRTKLKKTPTEAPADCRALIDKLKVCNDEQLLLELQQIKTWNIGKCELYHWVDLLDRFDGILADAGQTVENMSWMLVCDRPEREQLKMLLLAVLNFTALLIEYSFSRHLYSSIEHLTTLLASSDMQVVLAVLNLLYVFSKRSNYITRLGSDKRTPLLTRLQHLAESWGGKENGFGLAECCRDLHMMKYPPSATTLHFEFYADPGAEVKIEKRTTSNTLHYIHIEQLDKISESPSEIMESLTKMYSIPKDKQMLLFTHIRLAHGFSNHRKRLQAVQARLHAISILVYSNALQESANSI.... Result: 1 (interaction). (7) The miRNA is hsa-miR-3174 with sequence UAGUGAGUUAGAGAUGCAGAGCC. The protein sequence of the target gene is MAVDIQPACLGLYCGKTLLFKNGSTEIYGECGVCPRGQRTNAQKYCQPCTESPELYDWLYLGFMAMLPLVLHWFFIEWYSGKKSSSALFQHITALFECSMAAIITLLVSDPVGVLYIRSCRVLMLSDWYTMLYNPSPDYVTTVHCTHEAVYPLYTIVFIYYAFCLVLMMLLRPLLVKKIACGLGKSDRFKSIYAALYFFPILTVLQAVGGGLLYYAFPYIILVLSLVTLAVYMSASEIENCYDLLVRKKRLIVLFSHWLLHAYGIISISRVDKLEQDLPLLALVPTPALFYLFTAKFTEP.... Result: 0 (no interaction). (8) The protein sequence of the target gene is MACAGLLTVCLLRPPAPQPQPQTPRHPQLAPDPGPAGHTLFQDVFRRADKNDDGKLSFEEFQNYFADGVLSLGELQELFSGIDGHLTDNLETEKLCDYFSEHLGVYRPVLAALESLNRAVLAAMDATKLEYERASKVDQFVTRFLLRETVSQLQALQSSLEGASDTLEAQAHGWRSDAESVEAQSRLCGSRRAGRRALRSVSRSSTWSPGSSDTGRSSEAEMQWRLQVNRLQELIDQLECKVRAVGPGPHKGGPSWYPPEPGPCWRPGPHSVPSQAPRLEPLREEDLAKGPDLHILMAQR.... The miRNA is hsa-miR-937-5p with sequence GUGAGUCAGGGUGGGGCUGG. Result: 1 (interaction). (9) The miRNA is hsa-miR-500a-5p with sequence UAAUCCUUGCUACCUGGGUGAGA. The protein sequence of the target gene is MADLLGSILSSMEKPPSLGDQESRRKAREQAARLKKLQEQDKQQKVEFRKRMEKEVSDFIQDSGQVKKKFQPMNKIERSILHDVVEVAGLTSFSFGEDDDCRYVMIFKKEFAPSDEELDSYRHGEEWDPQKAEEKRKLKELAQKQEEEAAQQGPAVVSPASDYKDKYSHLIGKGAAKDAAHMLQANKTYGCVPVANKRDTRSIEEAMNEIRAKKRLRQSGEELPTTS. Result: 0 (no interaction).